Dataset: Forward reaction prediction with 1.9M reactions from USPTO patents (1976-2016). Task: Predict the product of the given reaction. Given the reactants Br[C:2]1[CH:7]=[C:6]([CH:8]([CH3:10])[CH3:9])[CH:5]=[CH:4][C:3]=1[N:11]1[CH2:16][CH2:15][O:14][C:13]2[CH:17]=[C:18]([S:21]([N:24](CC3C=CC(OC)=CC=3)[C:25]3[S:26][CH:27]=[CH:28][N:29]=3)(=[O:23])=[O:22])[CH:19]=[CH:20][C:12]1=2.[CH3:39][N:40](C=O)C, predict the reaction product. The product is: [C:39]([C:2]1[CH:7]=[C:6]([CH:8]([CH3:10])[CH3:9])[CH:5]=[CH:4][C:3]=1[N:11]1[CH2:16][CH2:15][O:14][C:13]2[CH:17]=[C:18]([S:21]([NH:24][C:25]3[S:26][CH:27]=[CH:28][N:29]=3)(=[O:23])=[O:22])[CH:19]=[CH:20][C:12]1=2)#[N:40].